From a dataset of Catalyst prediction with 721,799 reactions and 888 catalyst types from USPTO. Predict which catalyst facilitates the given reaction. (1) The catalyst class is: 4. Reactant: COC1C=C(OC)C=CC=1C[NH:6][S:7]([CH:10]([C:15]1[CH:20]=[CH:19][CH:18]=[C:17]([Br:21])[CH:16]=1)[C:11]([OH:14])([CH3:13])[CH3:12])(=[O:9])=[O:8].FC(F)(F)C(O)=O.O.C(=O)([O-])O.[Na+]. Product: [Br:21][C:17]1[CH:16]=[C:15]([CH:10]([S:7]([NH2:6])(=[O:8])=[O:9])[C:11]([OH:14])([CH3:12])[CH3:13])[CH:20]=[CH:19][CH:18]=1. (2) Reactant: [Cl:1][C:2]1[C:11]2[C:6](=[CH:7][CH:8]=[CH:9][CH:10]=2)[C:5]([O:12][C@@H:13]2[C@@H:20]3[C@@H:16]([CH2:17][NH:18][CH2:19]3)[CH2:15][CH2:14]2)=[CH:4][CH:3]=1.C(N(CC)C(C)C)(C)C.[C:30](=O)([O:38]C1C=CC([N+]([O-])=O)=CC=1)[O:31][CH2:32][C:33]1[N:34]=[CH:35][S:36][CH:37]=1.C1CCCCC1. Product: [Cl:1][C:2]1[C:11]2[C:6](=[CH:7][CH:8]=[CH:9][CH:10]=2)[C:5]([O:12][C@@H:13]2[C@@H:20]3[C@@H:16]([CH2:17][N:18]([C:30]([O:31][CH2:32][C:33]4[N:34]=[CH:35][S:36][CH:37]=4)=[O:38])[CH2:19]3)[CH2:15][CH2:14]2)=[CH:4][CH:3]=1. The catalyst class is: 13.